From a dataset of B-cell epitopes from IEDB database with 3,159 antigens for binding position prediction. Token-level Classification. Given an antigen amino acid sequence, predict which amino acid positions are active epitope sites capable of antibody binding. Output is a list of indices for active positions. (1) Given the antigen sequence: MENITSGFLGPLLVLQAGFFLLTRILTIPQSLDSWWTSLNFLGGSPVCLGQNSQSPTSNHSPTSCPPICPGYRWMCLRHFIIFLFILLLCLIFLLVLLDYQGMLPVCPLIPGSTTTSTGPCKTCTTPAQGNSMFPSCCCTKPTDGNCTCIPIPSSWAFAKYLWEWASVRFSWLSLLVPFVQWFVGLSPTVWLSAIWMMWYWGPSLYSTVSPFILLLPIFFCLWVYI, which amino acid positions are active epitope sites? The epitope positions are: [122, 123, 124, 125, 126, 127, 128, 129, 130, 131, 132, 133, 134, 135]. The amino acids at these positions are: TCTTPAQGNSMFPS. (2) Given the antigen sequence: MGVTGILQLPRDRFKRTSFFLWVIILFQRTFSIPLGVIHNSTLQVSDVDKLVCRDKLSSTNQLRSVGLNLEGNGVATDVPSATKRWGFRSGVPPKVVNYEAGEWAENCYNLEIKKPDGSECLPAAPDGIRGFPRCRYVHKVSGTGPCAGDFAFHKEGAFFLYDRLASTVIYRGTTFAEGVVAFLILPQAKKDFFSSHPLREPVNATEDPSSGYYSTTIKYQATGFGTNETEYLFEVDNLTYVQLESRFTPQFLLQLNETIYTSGKRSNTTGKLIWKVNPEIDTTIGEWAFWETKKPH, which amino acid positions are active epitope sites? The epitope positions are: [252, 253, 254, 255, 256, 257, 258, 259, 260, 261, 262, 263, 264, 265, 266]. The amino acids at these positions are: LLQLNETIYTSGKRS. (3) Given the antigen sequence: MASLLKSLTLFKRTRDQPPLASGSGGAIRGIKHVIIVLIPGDSSIVTRSRLLDRLVRLVGDPKINGPKLTGILISILSLFVESPGQLIQRIIDDPDVSIKLVEVIPSINSACGLTFASRGASLDSEADEFFKIVDEGSKAQGQLGWLENKDIVDIEVDNAEQFNILLASILAQIWILLAKAVTAPDTAADSEMRRWIKYTQQRRVVGEFRMNKIWLDIVRNRIAEDLSLRRFMVALILDIKRSPGNKPRIAEMICDIDNYIVEAGLASFILTIKFGIETMYPALGLHEFSGELTTIESLMMLYQQMGETAPYMVILENSVQNKFSAGSYPLLWSYAMGVGVELENSMGGLNFGRSYFDPAYFRLGQEMVRRSAGKVSSALAAELGITKEEAQLVSEIASKTTEDRTIRATGPKQSQITFLHSERSEVANQQPPTINKRSENQGGDKYPIHFSDERLPGYTPDVNSSEWSESRYDTQIIQDDGNDDDRKSMEAIAKMRMLT..., which amino acid positions are active epitope sites? The epitope positions are: [336, 337, 338, 339, 340, 341, 342, 343, 344, 345, 346, 347, 348, 349, 350, 351, 352, 353, 354, 355... (22 total positions)]. The amino acids at these positions are: MGVGVELENSMGGLNFGRSYFD. (4) Given the antigen sequence: AEVYNKDGNKLDLYGKVDGLHYFSDDKSVDGDQTYMRLGFKGETQVTDQLTGYGQWEYQIQGNSAENENNSWTRVAFAGLKFQDVGSFDYGRNYGVVYDVTSWTDVLPEFGGDTYGSDNFMQQRGNGFATYRSTDFFGLVDGLNFAVQYQGKNGSPEGEGMTNNGREALRQNGDGVGGSITYDYEGFGIGAAVSSSKRTDDQNFGLNRYDERYIGNGDRAETYTGLKYDANNIYLAAQYTQTYNATRVGNLGWANKAQNFEAVAQYQFDFGLRPSLAYLQSKGKNLGVINGRNYDDEDIXKYVDVGATYYFNKNMSTYVDYKINLLDDTRFTRDAAINTDNIVALGLVYQF, which amino acid positions are active epitope sites? The epitope positions are: [61, 62, 63, 64, 65, 66, 67, 68, 69, 70, 71, 72]. The amino acids at these positions are: GNSAENENNSWT. (5) Given the antigen sequence: MWGVSSLDYDDDEELTRLLAVWDDEPLSLFLMNTFLLHQEGFRNLPFTVLRLSYAYRIFAKMLRAHGTPVAEDFMTRVAALARDEGLRDILGQRHAAEASRAEIAEALERVAERCDDRHGGSDDYVWLSRLLDLAPNYRQVELFQLLEKESRGQSRNSVWHLLRMDTVSATKFYEAFVSGCLPGAAAADGSGGGGSHYTGSRAGVSPGIQFGIKHEGLVKTLVECYVMHGREPVRDGLGLLIDPTSGLLGASMDLCFGVLKQGSGRTLLVEPCARVYEIKCRYKYLRKKEDPFVQNVLRRHDAAAVASLLQSHPVPGVEFRGERETPSAREFLLSHDAALFRATLKRARPLKPPEPLREYLADLLYLNKAECSEVIVFDAKHLNDDNSDGDATTTINASLGLAAGDAAGGGADHHLRGSPGDSPPPIPFEDENTPELLGRLNVYEVARFSLPAFVNPRHQYYFQMLIQQYVLSQYYIKKHPDPERIDFRDLPTVYLVSAI..., which amino acid positions are active epitope sites? The epitope positions are: [120, 121, 122, 123, 124, 125, 126, 127, 128, 129, 130, 131, 132, 133, 134, 135, 136, 137, 138, 139]. The amino acids at these positions are: GSDDYVWLSRLLDLAPNYRQ. (6) Given the antigen sequence: MASRLTLLTLLLLLLAGDRASSNPNATSSSSQDPESLQDRGEGKVATTVISKMLFVEPILEVSSLPTTNSTTNSATKITANTTDEPTTQPTTEPTTQPTIQPTQPTTQLPTDSPTQPTTGSFCPGPVTLCSDLESHSTEAVLGDALVDFSLKLYHAFSAMKKVETNMAFSPFSIASLLTQVLLGAGENTKTNLESILSYPKDFTCVHQALKGFTTKGVTSVSQIFHSPDLAIRDTFVNASRTLYSSSPRVLSNNSDANLELINTWVAKNTNNKISRLLDSLPSDTRLVLLNAIYLSAKWKTTFDPKKTRMEPFHFKNSVIKVPMMNSKKYPVAHFIDQTLKAKVGQLQLSHNLSLVILVPQNLKHRLEDMEQALSPSVFKAIMEKLEMSKFQPTLLTLPRIKVTTSQDMLSIMEKLEFFDFSYDLNLCGLTEDPDLQVSAMQHQTVLELTETGVEAAAASAISVARTLLVFEVQQPFLFVLWDQQHKFPVFMGRVYDPRA..., which amino acid positions are active epitope sites? The epitope positions are: [449, 450, 451, 452, 453, 454, 455, 456, 457, 458, 459, 460, 461]. The amino acids at these positions are: TETGVEAAAASAI. (7) Given the antigen sequence: MRDKKGPVNKRVDFLSNKLNKYSIRKFTVGTASILIGSLMYLGTQQEAEAAENNIENPTTLKDNVQSKEVKIEEVTNKDTAPQGVEAKSEVTSNKDTIEHEPSVKAEDISKKEDTPKEVADVAEVQPKSSVTHNAETPKVRKARSVDEGSFDITRDSKNVVESTPITIQGKEHFEGYGSVDIQKKPTDLGVSEVTRFNVGNESNGLIGALQLKNKIDFSKDFNFKVRVANNHQSNTTGADGWGFLFSKGNAEEYLTNGGILGDKGLVNSGGFKIDTGYIYTSSMDKTEKQAGQGYRGYGAFVKNDSSGNSQMVGENIDKSKTNFLNYADNSTNTSDGKFHGQRLNDVILTYVASTGKMRAEYAGKTWETSITDLGLSKNQAYNFLITSSQRWGLNQGINANGWMRTDLKGSEFTFTPEAPKTITELEKKVEEIPFKKERKFNPDLAPGTEKVTREGQKGEKTITTPTLKNPLTGVIISKGEPKEEITKDPINELTEYGPE..., which amino acid positions are active epitope sites? The epitope positions are: [439, 440, 441, 442, 443, 444, 445, 446, 447]. The amino acids at these positions are: KFNPDLAPG. (8) Given the antigen sequence: MNPNQKIITIGSICLVVGLISLILQIGNIISIWISHSIQTGSQNHTGICNQNIITYKNSTWVKDTTSVILTGNSSLCPIRGWAIYSKDNSIRIGSKGDVFVIREPFISCSHLECRTFFLTQGALLNDRHSNGTVKDRSPYRALMSCPVGEAPSPYNSRFESVAWSASACHDGMGWLTIGISGPDNGAVAVLKYNGIITETIKSWRKKILRTQESECACVNGSCFTIMTDGPSDGLASYKIFKIEKGKVTKSIELNAPNSHYEECSCYPDTGKVMCVCRDNWHGSNRPWVSFDQNLDYQIGYICSGVFGDNPRPKDGTGSCGPVYVDGANGVKGFSYRYGNGVWIGRTKSHSSRHGFEMIWDPNGWTETDSKFSVRQDVVAMTDWSGYSGSFVQHPELTGLDCIRPCFWVELIRGRPKEKTIWTSASSISFCGVNSDTVDWSWPDGAELPFTIDK, which amino acid positions are active epitope sites? The epitope positions are: [0, 1, 2, 3, 4, 5, 6, 7, 8, 9, 10, 11]. The amino acids at these positions are: MNPNQKIITIGS. (9) Given the antigen sequence: MISKILCLSLLVAAVVADQVDVKDCANNEIKKVMVDGCHGSDPCIIHRGKPFTLEALFDANQNTKTAKIEIKASLDGLEIDVPGIDTNACHFMKCPLVKGQQYDIKYTWNVPKIAPKSENVVVTVKLIGDNGVLACAIATHGKIRD, which amino acid positions are active epitope sites? The epitope positions are: [17, 18, 19, 20, 21, 22, 23, 24, 25, 26, 27, 28, 29, 30, 31, 32, 33, 34, 35, 36... (24 total positions)]. The amino acids at these positions are: DQVDVKDCANNEIKKVMVDGCHGS. (10) Given the antigen sequence: MALWMRLLPLLALLALWGPDPAAAFVNQHLCGSHLVEALYLVCGERGFFYTPKTRREAEDLQGSLQPLALEGSLQKRGIVEQCCTSICSLYQLENYCN, which amino acid positions are active epitope sites? The epitope positions are: [33, 34, 35, 36, 37, 38, 39, 40, 41]. The amino acids at these positions are: HLVEALYLV.